Dataset: Full USPTO retrosynthesis dataset with 1.9M reactions from patents (1976-2016). Task: Predict the reactants needed to synthesize the given product. Given the product [CH3:17][CH:18]([N:20]1[C:24]2[N:25]=[C:9]([C:10]3[CH:15]=[CH:14][CH:13]=[CH:12][CH:11]=3)[CH:8]=[C:2]([C:3]([O:5][CH2:6][CH3:7])=[O:4])[C:23]=2[CH:22]=[N:21]1)[CH3:19], predict the reactants needed to synthesize it. The reactants are: O=[C:2]([CH2:8][C:9](=O)[C:10]1[CH:15]=[CH:14][CH:13]=[CH:12][CH:11]=1)[C:3]([O:5][CH2:6][CH3:7])=[O:4].[CH3:17][CH:18]([N:20]1[C:24]([NH2:25])=[CH:23][CH:22]=[N:21]1)[CH3:19].C1C=CC=CC=1.